From a dataset of Forward reaction prediction with 1.9M reactions from USPTO patents (1976-2016). Predict the product of the given reaction. (1) Given the reactants FC(C1C=C(N[C:12](=[O:20])[O:13][C:14]2[CH:19]=[CH:18][CH:17]=[CH:16][CH:15]=2)C=CC=1)(F)C.[F:21][C:22]1[CH:23]=[C:24]([CH:26]=[C:27]([F:30])[C:28]=1[F:29])[NH2:25].FC(C1C=C(C=CC=1)N)(F)C, predict the reaction product. The product is: [F:21][C:22]1[CH:23]=[C:24]([NH:25][C:12](=[O:20])[O:13][C:14]2[CH:19]=[CH:18][CH:17]=[CH:16][CH:15]=2)[CH:26]=[C:27]([F:30])[C:28]=1[F:29]. (2) Given the reactants [CH3:1][C:2]1[O:3][C:4]([C:7]2[C:12](=[O:13])[NH:11][C:10]([C:14]([OH:16])=O)=[CH:9][CH:8]=2)=[CH:5][N:6]=1.[F:17][C:18]1[CH:27]=[C:26]2[C:21]([CH:22]=[CH:23][CH:24]=[C:25]2[O:28][CH2:29][CH2:30][NH:31][CH2:32][CH2:33]O)=[CH:20][CH:19]=1.C(N(CC)C(C)C)(C)C.F[P-](F)(F)(F)(F)F.N1(OC(N(C)C)=[N+](C)C)C2N=CC=CC=2N=N1.C(=O)(O)[O-].[Na+], predict the reaction product. The product is: [F:17][C:18]1[CH:27]=[C:26]2[C:21]([CH:22]=[CH:23][CH:24]=[C:25]2[O:28][CH2:29][CH2:30][N:31]2[CH2:32][CH2:33][N:11]3[C:12](=[O:13])[C:7]([C:4]4[O:3][C:2]([CH3:1])=[N:6][CH:5]=4)=[CH:8][CH:9]=[C:10]3[C:14]2=[O:16])=[CH:20][CH:19]=1. (3) Given the reactants [CH2:1]([N:8]1[CH2:12][C@@H:11]([N+:13]([O-])=O)[C@H:10]([C:16]2[CH:21]=[CH:20][CH:19]=[C:18]([F:22])[CH:17]=2)[CH2:9]1)[C:2]1[CH:7]=[CH:6][CH:5]=[CH:4][CH:3]=1.N, predict the reaction product. The product is: [CH2:1]([N:8]1[CH2:9][C@@H:10]([C:16]2[CH:21]=[CH:20][CH:19]=[C:18]([F:22])[CH:17]=2)[C@H:11]([NH2:13])[CH2:12]1)[C:2]1[CH:7]=[CH:6][CH:5]=[CH:4][CH:3]=1. (4) Given the reactants [Cl:1][C:2]1[N:7]2[C:8]([CH2:15][CH:16]3[CH2:21][CH2:20][C:19]([F:23])([F:22])[CH2:18][CH2:17]3)=[C:9]([C:11]([F:14])([F:13])[F:12])[N:10]=[C:6]2[CH:5]=[C:4]([C:24]([NH:26][CH2:27][C:28]2([CH:31]=O)[CH2:30][CH2:29]2)=[O:25])[CH:3]=1.Cl.[NH2:34]O.C(OC(=O)C)(=O)C.C(=O)([O-])O.[Na+], predict the reaction product. The product is: [Cl:1][C:2]1[N:7]2[C:8]([CH2:15][CH:16]3[CH2:21][CH2:20][C:19]([F:23])([F:22])[CH2:18][CH2:17]3)=[C:9]([C:11]([F:13])([F:14])[F:12])[N:10]=[C:6]2[CH:5]=[C:4]([C:24]([NH:26][CH2:27][C:28]2([C:31]#[N:34])[CH2:29][CH2:30]2)=[O:25])[CH:3]=1. (5) Given the reactants [NH2:1][C:2]1[N:3]=[N:4][N:5]([CH3:7])[N:6]=1.N1C=CC=CC=1.[C:14]1([CH:20]([C:24]2[CH:29]=[CH:28][CH:27]=[CH:26][CH:25]=2)[C:21](Cl)=[O:22])[CH:19]=[CH:18][CH:17]=[CH:16][CH:15]=1.C([O-])(O)=O.[Na+], predict the reaction product. The product is: [CH3:7][N:5]1[N:4]=[N:3][C:2]([NH:1][C:21](=[O:22])[CH:20]([C:14]2[CH:19]=[CH:18][CH:17]=[CH:16][CH:15]=2)[C:24]2[CH:29]=[CH:28][CH:27]=[CH:26][CH:25]=2)=[N:6]1. (6) Given the reactants O[CH2:2][CH2:3][C:4]([CH2:15][CH2:16]O)([C:7]1[CH:12]=[CH:11][CH:10]=[C:9]([O:13][CH3:14])[CH:8]=1)[C:5]#[N:6].FC(F)(F)S(OS(C(F)(F)F)(=O)=O)(=O)=O.C(N(CC)CC)C.[F:40][C:41]1[CH:47]=[CH:46][C:44]([NH2:45])=[CH:43][CH:42]=1.C(C1C=CC=CC=1N(CC)CC)C, predict the reaction product. The product is: [F:40][C:41]1[CH:47]=[CH:46][C:44]([N:45]2[CH2:16][CH2:15][C:4]([C:7]3[CH:12]=[CH:11][CH:10]=[C:9]([O:13][CH3:14])[CH:8]=3)([C:5]#[N:6])[CH2:3][CH2:2]2)=[CH:43][CH:42]=1.